Dataset: Peptide-MHC class I binding affinity with 185,985 pairs from IEDB/IMGT. Task: Regression. Given a peptide amino acid sequence and an MHC pseudo amino acid sequence, predict their binding affinity value. This is MHC class I binding data. (1) The peptide sequence is CTSSIQYHR. The MHC is HLA-C04:01 with pseudo-sequence HLA-C04:01. The binding affinity (normalized) is 0.213. (2) The peptide sequence is FINFFNLLAK. The MHC is HLA-A33:01 with pseudo-sequence HLA-A33:01. The binding affinity (normalized) is 0.440. (3) The peptide sequence is RQFPTAFRF. The MHC is Mamu-B52 with pseudo-sequence Mamu-B52. The binding affinity (normalized) is 0.702. (4) The peptide sequence is YLKDQQLL. The MHC is HLA-A11:01 with pseudo-sequence HLA-A11:01. The binding affinity (normalized) is 0.0455. (5) The peptide sequence is IFKNLTKPL. The MHC is HLA-A03:01 with pseudo-sequence HLA-A03:01. The binding affinity (normalized) is 0.0847. (6) The peptide sequence is RTMPLSRFT. The MHC is HLA-A02:06 with pseudo-sequence HLA-A02:06. The binding affinity (normalized) is 0.479. (7) The peptide sequence is VQKVNPAPK. The MHC is HLA-B08:03 with pseudo-sequence HLA-B08:03. The binding affinity (normalized) is 0.0847. (8) The peptide sequence is VYINHPFMY. The MHC is HLA-B44:03 with pseudo-sequence HLA-B44:03. The binding affinity (normalized) is 0.0358. (9) The peptide sequence is CIFYDRDDVL. The MHC is HLA-A02:01 with pseudo-sequence HLA-A02:01. The binding affinity (normalized) is 0.309. (10) The peptide sequence is SLALKNSQA. The MHC is HLA-A02:03 with pseudo-sequence HLA-A02:03. The binding affinity (normalized) is 0.434.